Dataset: Catalyst prediction with 721,799 reactions and 888 catalyst types from USPTO. Task: Predict which catalyst facilitates the given reaction. (1) Reactant: [CH3:1][N:2]1[C:6]([C:7]2[CH:8]=[C:9]3[C:13](=[CH:14][CH:15]=2)[C:12](=[O:16])[CH2:11][CH2:10]3)=[CH:5][CH:4]=[C:3]1[C:17]#[N:18].[I-].[Sm+3].[I-].[I-].[C:23](Cl)(=[O:25])[CH3:24].Cl. Product: [C:23]([C:5]1[CH:4]=[C:3]([C:17]#[N:18])[N:2]([CH3:1])[C:6]=1[C:7]1[CH:8]=[C:9]2[C:13](=[CH:14][CH:15]=1)[C:12](=[O:16])[CH2:11][CH2:10]2)(=[O:25])[CH3:24]. The catalyst class is: 10. (2) Reactant: [F:1][C:2]1[CH:11]=[CH:10][C:9]([N:12]2[CH2:17][CH2:16][C:15](=O)[CH2:14][CH2:13]2)=[C:8]2[C:3]=1[CH:4]=[CH:5][CH:6]=[N:7]2.[N:19]1([C:25]2[CH:26]=[CH:27][CH:28]=[C:29]3[C:34]=2[N:33]=[CH:32][CH:31]=[CH:30]3)[CH2:24][CH2:23][NH:22][CH2:21][CH2:20]1.C(O[BH-](OC(=O)C)OC(=O)C)(=O)C.[Na+]. Product: [F:1][C:2]1[CH:11]=[CH:10][C:9]([N:12]2[CH2:17][CH2:16][CH:15]([N:22]3[CH2:23][CH2:24][N:19]([C:25]4[CH:26]=[CH:27][CH:28]=[C:29]5[C:34]=4[N:33]=[CH:32][CH:31]=[CH:30]5)[CH2:20][CH2:21]3)[CH2:14][CH2:13]2)=[C:8]2[C:3]=1[CH:4]=[CH:5][CH:6]=[N:7]2. The catalyst class is: 15. (3) Reactant: [CH2:1]([OH:8])[C:2]1[CH:7]=[CH:6][CH:5]=[CH:4][CH:3]=1.CN(C=O)C.[H-].[Na+].[Cl:16][CH2:17][C:18]([CH2:20]Cl)=[CH2:19]. Product: [Cl:16][CH2:17][C:18](=[CH2:19])[CH2:20][O:8][CH2:1][C:2]1[CH:7]=[CH:6][CH:5]=[CH:4][CH:3]=1. The catalyst class is: 1. (4) Reactant: [O:1]1[C:5]2([CH2:10][CH2:9][CH:8]([OH:11])[CH2:7][CH2:6]2)[O:4][CH2:3][CH2:2]1.Cl[C:13]1[CH:18]=[C:17]([C:19]([OH:22])([CH3:21])[CH3:20])[CH:16]=[C:15]([C:23]([F:26])([F:25])[F:24])[N:14]=1.[H-].[Na+]. Product: [O:1]1[C:5]2([CH2:10][CH2:9][CH:8]([O:11][C:13]3[CH:18]=[C:17]([C:19]([OH:22])([CH3:21])[CH3:20])[CH:16]=[C:15]([C:23]([F:24])([F:26])[F:25])[N:14]=3)[CH2:7][CH2:6]2)[O:4][CH2:3][CH2:2]1. The catalyst class is: 7. (5) Reactant: [CH3:1][C:2]([O:5][C:6]([NH:8][C@@H:9]([C:16]([OH:18])=O)[C:10]1[CH:15]=[CH:14][CH:13]=[CH:12][CH:11]=1)=[O:7])([CH3:4])[CH3:3].C1C=C2[N:25]=NN(O)C2=CC=1.O.C(Cl)CCl.[NH4+].[OH-]. Product: [NH2:25][C:16](=[O:18])[C@H:9]([NH:8][C:6](=[O:7])[O:5][C:2]([CH3:4])([CH3:3])[CH3:1])[C:10]1[CH:15]=[CH:14][CH:13]=[CH:12][CH:11]=1. The catalyst class is: 173. (6) Reactant: [OH:1][CH2:2][CH:3]1[C:8]([CH2:15]O)([C:9]2[CH:14]=[CH:13][CH:12]=[CH:11][N:10]=2)[CH2:7][CH2:6][N:5]([C:17]([O:19][C:20]([CH3:23])([CH3:22])[CH3:21])=[O:18])[CH2:4]1.C1(P(C2C=CC=CC=2)C2C=CC=CC=2)C=CC=CC=1. Product: [N:10]1[CH:11]=[CH:12][CH:13]=[CH:14][C:9]=1[C:8]12[CH2:15][O:1][CH2:2][CH:3]1[CH2:4][N:5]([C:17]([O:19][C:20]([CH3:21])([CH3:23])[CH3:22])=[O:18])[CH2:6][CH2:7]2. The catalyst class is: 1.